From a dataset of Catalyst prediction with 721,799 reactions and 888 catalyst types from USPTO. Predict which catalyst facilitates the given reaction. (1) Reactant: [CH2:1]([NH:3][C:4]([C:6]1[CH:11]=[CH:10][C:9]([NH:12][C:13]2[N:18]=[C:17]([N:19]3[CH2:25][C@H:24]4[N:26](C(OC(C)(C)C)=O)[C@H:21]([CH2:22][CH2:23]4)[CH2:20]3)[C:16]([F:34])=[CH:15][N:14]=2)=[CH:8][C:7]=1[CH3:35])=[O:5])[CH3:2].CO.[ClH:38]. Product: [ClH:38].[C@@H:24]12[NH:26][C@@H:21]([CH2:22][CH2:23]1)[CH2:20][N:19]([C:17]1[C:16]([F:34])=[CH:15][N:14]=[C:13]([NH:12][C:9]3[CH:10]=[CH:11][C:6]([C:4]([NH:3][CH2:1][CH3:2])=[O:5])=[C:7]([CH3:35])[CH:8]=3)[N:18]=1)[CH2:25]2. The catalyst class is: 135. (2) Reactant: [CH2:1]1[CH:4]2[CH2:5][C:6]3[CH:7]=[CH:8][CH:9]=[CH:10][C:11]=3[CH:3]2[C:2]1=[O:12].[OH:13]O.[Na]. Product: [O:13]1[C:2](=[O:12])[CH2:1][CH:4]2[CH2:5][CH:6]3[C:11]([CH:10]=[CH:9][CH:8]=[CH:7]3)=[C:3]12. The catalyst class is: 86.